From a dataset of Full USPTO retrosynthesis dataset with 1.9M reactions from patents (1976-2016). Predict the reactants needed to synthesize the given product. (1) Given the product [NH2:8][C:9]1[C:18]2[N:19]=[C:20]([CH2:27][CH2:28][CH2:29][CH3:30])[N:21]([CH2:22][CH2:23][CH2:24][CH2:25][NH:26][C:6]([NH:5][CH2:1][CH2:2][CH2:3][CH3:4])=[O:7])[C:17]=2[C:16]2[N:15]=[CH:14][CH:13]=[CH:12][C:11]=2[N:10]=1, predict the reactants needed to synthesize it. The reactants are: [CH2:1]([N:5]=[C:6]=[O:7])[CH2:2][CH2:3][CH3:4].[NH2:8][C:9]1[C:18]2[N:19]=[C:20]([CH2:27][CH2:28][CH2:29][CH3:30])[N:21]([CH2:22][CH2:23][CH2:24][CH2:25][NH2:26])[C:17]=2[C:16]2[N:15]=[CH:14][CH:13]=[CH:12][C:11]=2[N:10]=1. (2) Given the product [NH2:38][C:20]1[N:19]=[C:16]2[CH:15]=[CH:14][C:13]([O:12][C:11]3[CH:28]=[CH:29][C:30]([CH3:31])=[C:9]([NH:8][C:6](=[O:7])[O:5][C:1]([CH3:2])([CH3:3])[CH3:4])[CH:10]=3)=[CH:18][N:17]2[N:22]=1, predict the reactants needed to synthesize it. The reactants are: [C:1]([O:5][C:6]([NH:8][C:9]1[CH:10]=[C:11]([CH:28]=[CH:29][C:30]=1[CH3:31])[O:12][C:13]1[CH:14]=[CH:15][C:16]([NH:19][C:20]([NH:22]C(=O)OCC)=S)=[N:17][CH:18]=1)=[O:7])([CH3:4])([CH3:3])[CH3:2].[Cl-].O[NH3+].C([N:38](CC)C(C)C)(C)C.C(O)C. (3) Given the product [CH3:19][N:6]1[C:7]([C:10]([C:12]2[CH:17]=[CH:16][C:15]([CH3:18])=[CH:14][CH:13]=2)=[O:11])=[C:8]([CH3:9])[CH:4]=[C:5]1[CH2:20][C:21]([O:23][CH2:24][CH3:25])=[O:22], predict the reactants needed to synthesize it. The reactants are: C([C:4]1[C:8]([CH3:9])=[C:7]([C:10]([C:12]2[CH:17]=[CH:16][C:15]([CH3:18])=[CH:14][CH:13]=2)=[O:11])[N:6]([CH3:19])[C:5]=1[CH2:20][C:21]([O:23][CH2:24][CH3:25])=[O:22])(O)=O.N1C2C(=CC=CC=2)C=CC=1.